From a dataset of Reaction yield outcomes from USPTO patents with 853,638 reactions. Predict the reaction yield, written as a fraction of the theoretical maximum amount of product (1.0 means a 100% yield; for example, 0.34 means a 34% yield). (1) The reactants are Br[C:2]1[CH:7]=[CH:6][C:5]([N+:8]([O-:10])=[O:9])=[CH:4][C:3]=1[C:11]([F:14])([F:13])[F:12].[CH2:15]([OH:18])[CH:16]=[CH2:17].C(N(CC)CC)C. The catalyst is CN(C=O)C.[Cl-].C([N+](CCCC)(CCCC)CCCC)CCC.C([O-])(=O)C.[Pd+2].C([O-])(=O)C. The product is [N+:8]([C:5]1[CH:6]=[CH:7][C:2]([CH2:17][CH2:16][CH:15]=[O:18])=[C:3]([C:11]([F:14])([F:13])[F:12])[CH:4]=1)([O-:10])=[O:9]. The yield is 0.690. (2) The reactants are [NH2:1][C:2]1[CH:7]=[CH:6][C:5]([CH3:8])=[CH:4][C:3]=1[NH:9][CH:10]1[CH2:15][CH2:14][N:13]([C@H:16]2[CH2:21][CH2:20][C@@H:19]([O:22][CH2:23][CH3:24])[CH2:18][CH2:17]2)[CH2:12][CH2:11]1.C(N(C(C)C)CC)(C)C.[Cl:34][C:35]([O:38]C(=O)OC(Cl)(Cl)Cl)(Cl)Cl. The catalyst is ClCCl. The product is [ClH:34].[CH2:23]([O:22][C@@H:19]1[CH2:20][CH2:21][C@H:16]([N:13]2[CH2:12][CH2:11][CH:10]([N:9]3[C:3]4[CH:4]=[C:5]([CH3:8])[CH:6]=[CH:7][C:2]=4[NH:1][C:35]3=[O:38])[CH2:15][CH2:14]2)[CH2:17][CH2:18]1)[CH3:24]. The yield is 0.210. (3) The product is [F:28][C:2]([F:1])([F:27])[C@@:3]([CH2:17][S:18][C:20]1[CH:21]=[CH:22][C:23]([CH3:26])=[CH:24][CH:25]=1)([OH:16])[CH2:4][C:5]([C:8]1[CH:13]=[C:12]([F:14])[CH:11]=[CH:10][C:9]=1[CH3:15])([CH3:6])[CH3:7]. The reactants are [F:1][C:2]([F:28])([F:27])[C@@:3]([CH2:17][S@:18]([C:20]1[CH:25]=[CH:24][C:23]([CH3:26])=[CH:22][CH:21]=1)=O)([OH:16])[CH2:4][C:5]([C:8]1[CH:13]=[C:12]([F:14])[CH:11]=[CH:10][C:9]=1[CH3:15])([CH3:7])[CH3:6].[I-].[Na+].FC(F)(F)C(OC(=O)C(F)(F)F)=O. The yield is 1.00. The catalyst is CC(C)=O. (4) The reactants are [N:1]1[CH:6]=[CH:5][CH:4]=[CH:3][C:2]=1[N:7]1[CH2:12][CH2:11][N:10](C(OC(C)(C)C)=O)[CH2:9][CH2:8]1.[OH-].[Na+]. The catalyst is C(Cl)Cl.C(O)(C(F)(F)F)=O. The product is [N:1]1[CH:6]=[CH:5][CH:4]=[CH:3][C:2]=1[N:7]1[CH2:8][CH2:9][NH:10][CH2:11][CH2:12]1. The yield is 0.970. (5) The reactants are FC(F)(F)C(O)=O.[NH2:8][CH2:9][C:10]1[N:15]=[C:14]([C:16]2[S:17][C:18]3[CH:26]=[CH:25][CH:24]=[CH:23][C:19]=3[C:20](=[O:22])[N:21]=2)[CH:13]=[CH:12][CH:11]=1.[C:27](Cl)(=[O:31])[CH:28]([CH3:30])[CH3:29].C(OCC)(=O)C.O. The catalyst is CN(C)C(=O)C. The product is [CH3:29][CH:28]([CH3:30])[C:27]([NH:8][CH2:9][C:10]1[CH:11]=[CH:12][CH:13]=[C:14]([C:16]2[S:17][C:18]3[CH:26]=[CH:25][CH:24]=[CH:23][C:19]=3[C:20](=[O:22])[N:21]=2)[N:15]=1)=[O:31]. The yield is 0.580. (6) The reactants are [NH2:1][CH2:2][CH2:3][NH:4][CH:5]([C:9]1[O:10][C:11]2[C:16]([C:17](=[O:26])[C:18]=1[CH2:19][C:20]1[CH:25]=[CH:24][CH:23]=[CH:22][CH:21]=1)=[CH:15][CH:14]=[C:13]([Cl:27])[CH:12]=2)[CH:6]([CH3:8])[CH3:7].C(N(CC)CC)C.[C:35]1([CH3:42])[CH:40]=[CH:39]C(Cl)=[CH:37][CH:36]=1.CC[O:45][CH2:46][CH3:47]. The catalyst is C(Cl)Cl. The product is [CH2:19]([C:18]1[C:17](=[O:26])[C:16]2[C:11](=[CH:12][C:13]([Cl:27])=[CH:14][CH:15]=2)[O:10][C:9]=1[CH:5]([NH:4][CH2:3][CH2:2][NH:1][C:46](=[O:45])[C:47]1[CH:39]=[CH:40][C:35]([CH3:42])=[CH:36][CH:37]=1)[CH:6]([CH3:7])[CH3:8])[C:20]1[CH:21]=[CH:22][CH:23]=[CH:24][CH:25]=1. The yield is 0.500. (7) The reactants are [CH3:1][CH2:2][O:3][C:4]([CH2:6][C:7]([CH2:9][C:10]([O:12][CH2:13][CH3:14])=[O:11])=[O:8])=[O:5].[CH2:15](O)[CH2:16][OH:17].O.C1(C)C=CC(S(O)(=O)=O)=CC=1. The catalyst is C1C=CC=CC=1. The product is [O:8]1[CH2:15][CH2:16][O:17][C:7]1([CH2:6][C:4]([O:3][CH2:2][CH3:1])=[O:5])[CH2:9][C:10]([O:12][CH2:13][CH3:14])=[O:11]. The yield is 0.420. (8) The reactants are F[C:2]1[CH:9]=[CH:8][C:5]([CH:6]=[O:7])=[CH:4][CH:3]=1.[F:10][C:11]([F:20])([F:19])[C:12]1[N:17]=[CH:16][C:15]([OH:18])=[CH:14][N:13]=1.C([O-])([O-])=O.[K+].[K+]. The catalyst is CN(C=O)C. The product is [F:20][C:11]([F:10])([F:19])[C:12]1[N:13]=[CH:14][C:15]([O:18][C:2]2[CH:9]=[CH:8][C:5]([CH:6]=[O:7])=[CH:4][CH:3]=2)=[CH:16][N:17]=1. The yield is 0.716. (9) The reactants are C1C=C(Cl)C=C(C(OO)=[O:9])C=1.[C:12]12([C:22](=[O:32])[CH2:23][S:24][C:25]3[CH:30]=[CH:29][C:28]([CH3:31])=[CH:27][CH:26]=3)[CH2:21][CH:16]3[CH2:17][CH:18]([CH2:20][CH:14]([CH2:15]3)[CH2:13]1)[CH2:19]2. The catalyst is C(Cl)Cl. The product is [C:12]12([C:22](=[O:32])[CH2:23][S:24]([C:25]3[CH:30]=[CH:29][C:28]([CH3:31])=[CH:27][CH:26]=3)=[O:9])[CH2:21][CH:16]3[CH2:17][CH:18]([CH2:20][CH:14]([CH2:15]3)[CH2:13]1)[CH2:19]2. The yield is 0.670. (10) The reactants are [CH2:1]([C:3]1[C:11]2[C:6](=[CH:7][C:8]([C:12]3[N:16]([C:17]4[CH:22]=[CH:21][C:20]([S:23]([CH3:26])(=[O:25])=[O:24])=[CH:19][CH:18]=4)[N:15]=[CH:14][CH:13]=3)=[CH:9][CH:10]=2)[NH:5][N:4]=1)[CH3:2].[CH:27]1(B(O)O)[CH2:29][CH2:28]1.C(N(CC)CC)C.N1C=CC=CC=1. The catalyst is O1CCCC1. The product is [CH:27]1([N:5]2[C:6]3[C:11](=[CH:10][CH:9]=[C:8]([C:12]4[N:16]([C:17]5[CH:22]=[CH:21][C:20]([S:23]([CH3:26])(=[O:25])=[O:24])=[CH:19][CH:18]=5)[N:15]=[CH:14][CH:13]=4)[CH:7]=3)[C:3]([CH2:1][CH3:2])=[N:4]2)[CH2:29][CH2:28]1. The yield is 0.400.